Predict the reactants needed to synthesize the given product. From a dataset of Retrosynthesis with 50K atom-mapped reactions and 10 reaction types from USPTO. (1) Given the product CCCCCCCCOc1ccc(NC(=O)C(F)(F)F)c(O)c1, predict the reactants needed to synthesize it. The reactants are: CCCCCCCCBr.O=C(Nc1ccc(O)cc1O)C(F)(F)F. (2) Given the product CCOC(=O)c1ccc(C#Cc2ccc(C3(N(C)Cc4ccccc4)CC3)cc2)cc1, predict the reactants needed to synthesize it. The reactants are: C#Cc1ccc(C2(N(C)Cc3ccccc3)CC2)cc1.CCOC(=O)c1ccc(I)cc1. (3) Given the product CCOC(=O)[C@@H](Cc1ccccc1OCc1ccnn1CC(F)(F)F)Oc1ncnc2sc(I)c(-c3ccc(OCCN4CCN(C)CC4)c(Cl)c3C)c12, predict the reactants needed to synthesize it. The reactants are: CCOC(=O)[C@@H](Cc1ccccc1O)Oc1ncnc2sc(I)c(-c3ccc(OCCN4CCN(C)CC4)c(Cl)c3C)c12.OCc1ccnn1CC(F)(F)F.